This data is from Forward reaction prediction with 1.9M reactions from USPTO patents (1976-2016). The task is: Predict the product of the given reaction. (1) Given the reactants CC1C=CC(S([O:11][CH2:12][CH2:13][O:14][CH:15]2[CH2:20][CH2:19][N:18](C(OCC3C=CC=CC=3)=O)[CH2:17][CH2:16]2)(=O)=O)=CC=1.[CH3:31][O:32][CH:33]1[CH2:37][O:36][CH2:35][CH:34]1O, predict the reaction product. The product is: [CH3:31][O:32][C@H:33]1[CH2:37][O:36][CH2:35][C@H:34]1[O:11][CH2:12][CH2:13][O:14][CH:15]1[CH2:16][CH2:17][NH:18][CH2:19][CH2:20]1. (2) Given the reactants [BH-](OC(C)=O)(OC(C)=O)OC(C)=O.[Na+].[CH:15]([C:17]1[CH:22]=[CH:21][CH:20]=[CH:19][C:18]=1[C:23]1[CH:24]=[CH:25][C:26]([C:29]([NH:31][CH2:32][CH2:33][C:34]([O:36][CH2:37][CH3:38])=[O:35])=[O:30])=[N:27][CH:28]=1)=O.[C:39]1([C:46]2[CH:51]=[CH:50][CH:49]=[CH:48][CH:47]=2)[CH:44]=[CH:43][C:42]([NH2:45])=[CH:41][CH:40]=1.CC(O)=O, predict the reaction product. The product is: [C:39]1([C:46]2[CH:51]=[CH:50][CH:49]=[CH:48][CH:47]=2)[CH:40]=[CH:41][C:42]([NH:45][CH2:15][C:17]2[CH:22]=[CH:21][CH:20]=[CH:19][C:18]=2[C:23]2[CH:24]=[CH:25][C:26]([C:29]([NH:31][CH2:32][CH2:33][C:34]([O:36][CH2:37][CH3:38])=[O:35])=[O:30])=[N:27][CH:28]=2)=[CH:43][CH:44]=1. (3) Given the reactants CN(C=O)C.C([O-])(O)=O.[Na+].[Cl:11][C:12]1[CH:13]=[CH:14][C:15]2[C:21](=O)[C:20](=[CH:23]N(C)C)[CH2:19][C:18](=[O:27])[N:17]([C:28]3[CH:33]=[CH:32][CH:31]=[CH:30][CH:29]=3)[C:16]=2[CH:34]=1.[NH:35]([C:39]1[CH:47]=[CH:46][C:42]([C:43]([OH:45])=[O:44])=[CH:41][CH:40]=1)[C:36]([NH2:38])=[NH:37], predict the reaction product. The product is: [Cl:11][C:12]1[CH:13]=[CH:14][C:15]2[C:21]3[N:37]=[C:36]([NH:35][C:39]4[CH:47]=[CH:46][C:42]([C:43]([OH:45])=[O:44])=[CH:41][CH:40]=4)[N:38]=[CH:23][C:20]=3[CH2:19][C:18](=[O:27])[N:17]([C:28]3[CH:33]=[CH:32][CH:31]=[CH:30][CH:29]=3)[C:16]=2[CH:34]=1. (4) Given the reactants [NH3:1].[CH3:2][N:3]([CH3:10])[CH2:4][CH2:5][S:6](Cl)(=[O:8])=[O:7], predict the reaction product. The product is: [CH3:2][N:3]([CH3:10])[CH2:4][CH2:5][S:6]([NH2:1])(=[O:8])=[O:7].